Task: Predict the reaction yield, written as a fraction of the theoretical maximum amount of product (1.0 means a 100% yield; for example, 0.34 means a 34% yield).. Dataset: Reaction yield outcomes from USPTO patents with 853,638 reactions The reactants are C(OC(OC(C)(C)C)=O)(OC(C)(C)C)=O.CCN(C(C)C)C(C)C.[Cl:25][C:26]1[CH:27]=[CH:28][C:29]2[C:30](=[CH2:38])[CH:31]3[CH2:37][NH:36][CH2:35][CH:32]3[C:33]=2[CH:34]=1. The catalyst is C(Cl)Cl. The product is [Cl:25][C:26]1[CH:27]=[CH:28][C:29]2[CH:30]([CH3:38])[CH:31]3[CH2:37][NH:36][CH2:35][CH:32]3[C:33]=2[CH:34]=1. The yield is 1.00.